This data is from Catalyst prediction with 721,799 reactions and 888 catalyst types from USPTO. The task is: Predict which catalyst facilitates the given reaction. (1) Reactant: [NH2:1][C:2]1[C:3]([OH:17])=[C:4]([C:8]2[CH:13]=[CH:12][CH:11]=[C:10]([C:14]([OH:16])=[O:15])[CH:9]=2)[CH:5]=[CH:6][CH:7]=1.Cl.[N:19]([O-])=O.[Na+].[CH3:23][C:24]1[CH:25]=[C:26]([N:31]2[C:35](=[O:36])[CH2:34][C:33](=[O:37])[NH:32]2)[CH:27]=[CH:28][C:29]=1[CH3:30].C(=O)([O-])O.[Na+]. Product: [CH3:23][C:24]1[CH:25]=[C:26]([N:31]2[C:35](=[O:36])[C:34](=[N:19][NH:1][C:2]3[C:3]([OH:17])=[C:4]([C:8]4[CH:13]=[CH:12][CH:11]=[C:10]([C:14]([OH:16])=[O:15])[CH:9]=4)[CH:5]=[CH:6][CH:7]=3)[C:33](=[O:37])[NH:32]2)[CH:27]=[CH:28][C:29]=1[CH3:30]. The catalyst class is: 97. (2) Reactant: [C@@H:1]1([N:9]2[CH:16]=[CH:15][C:13]([NH2:14])=[N:12][C:10]2=[O:11])[O:8][C@H:5]([CH2:6][OH:7])[C@@H:3]([OH:4])[CH2:2]1.C[Si](Cl)(C)C.[C:22](Cl)(=[O:29])[C:23]1[CH:28]=[CH:27][CH:26]=[CH:25][CH:24]=1.[CH3:31][O:32][C:33]1[CH:54]=[CH:53][C:36]([C:37](Cl)([C:46]2[CH:51]=[CH:50][CH:49]=[CH:48][CH:47]=2)[C:38]2[CH:43]=[CH:42][C:41]([O:44][CH3:45])=[CH:40][CH:39]=2)=[CH:35][CH:34]=1. Product: [C:22]([NH:14][C:13]1[CH:15]=[CH:16][N:9]([C@@H:1]2[O:8][C@H:5]([CH2:6][O:7][C:37]([C:46]3[CH:51]=[CH:50][CH:49]=[CH:48][CH:47]=3)([C:38]3[CH:43]=[CH:42][C:41]([O:44][CH3:45])=[CH:40][CH:39]=3)[C:36]3[CH:35]=[CH:34][C:33]([O:32][CH3:31])=[CH:54][CH:53]=3)[C@@H:3]([OH:4])[CH2:2]2)[C:10](=[O:11])[N:12]=1)(=[O:29])[C:23]1[CH:28]=[CH:27][CH:26]=[CH:25][CH:24]=1. The catalyst class is: 17. (3) Reactant: [OH:1][CH2:2][C:3]1[CH:4]=[C:5]([C:9]2[N:14]=[CH:13][C:12](/[CH:15]=[CH:16]/[CH2:17][NH:18][C:19](=[O:25])[O:20][C:21]([CH3:24])(C)C)=[CH:11][N:10]=2)[CH:6]=[CH:7][CH:8]=1.[CH2:26]1COC[CH2:27]1. Product: [OH:1][CH2:2][C:3]1[CH:4]=[C:5]([C:9]2[N:10]=[CH:11][C:12]([CH2:15][CH2:16][CH2:17][NH:18][C:19](=[O:25])[O:20][CH2:21][CH2:24][CH2:26][CH3:27])=[CH:13][N:14]=2)[CH:6]=[CH:7][CH:8]=1. The catalyst class is: 553.